Task: Predict the product of the given reaction.. Dataset: Forward reaction prediction with 1.9M reactions from USPTO patents (1976-2016) (1) Given the reactants FC(F)(F)C(O)=O.[CH2:8]([O:15][C:16](=[O:29])[NH:17][C@@H:18]([CH3:28])[C:19]([C:21]1[CH:26]=[CH:25][C:24]([Cl:27])=[CH:23][CH:22]=1)=[O:20])[C:9]1[CH:14]=[CH:13][CH:12]=[CH:11][CH:10]=1.C[SiH](C)C1C=CC=CC=1.[OH-].[K+], predict the reaction product. The product is: [CH2:8]([O:15][C:16](=[O:29])[NH:17][C@@H:18]([CH3:28])[CH:19]([C:21]1[CH:26]=[CH:25][C:24]([Cl:27])=[CH:23][CH:22]=1)[OH:20])[C:9]1[CH:14]=[CH:13][CH:12]=[CH:11][CH:10]=1. (2) Given the reactants [Cl:1][C:2]1[CH:7]=[C:6]([Cl:8])[CH:5]=[CH:4][C:3]=1[C:9](=[O:11])[CH3:10].[Br:12]Br, predict the reaction product. The product is: [Br:12][CH2:10][C:9]([C:3]1[CH:4]=[CH:5][C:6]([Cl:8])=[CH:7][C:2]=1[Cl:1])=[O:11]. (3) Given the reactants [NH2:1][C:2]1[CH:10]=[C:9](Br)[CH:8]=[CH:7][C:3]=1[C:4]([NH2:6])=[O:5].[CH3:12][N:13]1[CH:17]=[C:16](B2OC(C)(C)C(C)(C)O2)[CH:15]=[N:14]1.C([O-])([O-])=O.[Na+].[Na+], predict the reaction product. The product is: [NH2:1][C:2]1[CH:10]=[C:9]([C:16]2[CH:15]=[N:14][N:13]([CH3:12])[CH:17]=2)[CH:8]=[CH:7][C:3]=1[C:4]([NH2:6])=[O:5]. (4) Given the reactants [C:1]([O:5][C:6](=[O:23])[NH:7][C:8]1[CH:13]=[CH:12][C:11]([O:14][C:15]2[CH:16]=[N:17][C:18]([CH2:21][OH:22])=[CH:19][CH:20]=2)=[CH:10][CH:9]=1)([CH3:4])([CH3:3])[CH3:2], predict the reaction product. The product is: [C:1]([O:5][C:6](=[O:23])[NH:7][C:8]1[CH:9]=[CH:10][C:11]([O:14][C:15]2[CH:16]=[N:17][C:18]([CH:21]=[O:22])=[CH:19][CH:20]=2)=[CH:12][CH:13]=1)([CH3:4])([CH3:2])[CH3:3].